Dataset: Full USPTO retrosynthesis dataset with 1.9M reactions from patents (1976-2016). Task: Predict the reactants needed to synthesize the given product. (1) Given the product [NH:29]1[CH:30]=[C:26]([CH2:25][N:7]([C@@H:5]([CH:1]2[CH2:2][CH2:3][CH2:4]2)[CH3:6])[C:8](=[O:24])[O:9][CH2:10][CH:11]2[C:12]3[CH:13]=[CH:14][CH:15]=[CH:16][C:17]=3[C:18]3[C:23]2=[CH:22][CH:21]=[CH:20][CH:19]=3)[N:27]=[N:28]1, predict the reactants needed to synthesize it. The reactants are: [CH:1]1([C@H:5]([N:7]([CH2:25][C:26]2[N:27]=[N:28][N:29](CC3C=CC(OC)=CC=3OC)[CH:30]=2)[C:8](=[O:24])[O:9][CH2:10][CH:11]2[C:23]3[CH:22]=[CH:21][CH:20]=[CH:19][C:18]=3[C:17]3[C:12]2=[CH:13][CH:14]=[CH:15][CH:16]=3)[CH3:6])[CH2:4][CH2:3][CH2:2]1. (2) Given the product [CH3:25][O:24][C:21]1[CH:22]=[C:23]2[C:18](=[CH:19][C:20]=1[O:26][CH2:27][CH2:28][O:29][CH3:30])[N:17]=[CH:16][N:15]=[C:14]2[NH:13][C:4]1[C:3]([CH:8]=[C:7]([S:9][CH3:10])[C:6](=[O:11])[CH:5]=1)=[O:2], predict the reactants needed to synthesize it. The reactants are: C[O:2][C:3]1[CH:8]=[C:7]([S:9][CH3:10])[C:6]([O:11]C)=[CH:5][C:4]=1[NH:13][C:14]1[C:23]2[C:18](=[CH:19][C:20]([O:26][CH2:27][CH2:28][O:29][CH3:30])=[C:21]([O:24][CH3:25])[CH:22]=2)[N:17]=[CH:16][N:15]=1.O=[N+]([O-])[O-].[O-][N+](=O)[O-].[O-][N+](=O)[O-].[O-][N+](=O)[O-].[O-][N+](=O)[O-].[O-][N+](=O)[O-].[Ce+4].[NH4+].[NH4+]. (3) Given the product [ClH:9].[NH2:10][C:11]1[C:20]2[C:15](=[CH:16][C:17]([O:23][CH3:24])=[C:18]([O:21][CH3:22])[CH:19]=2)[N:14]=[C:13]([N:25]2[CH2:30][CH2:29][N:28]([C:7]([C:4]3[CH:3]=[C:2]([CH3:1])[O:6][N:5]=3)=[O:8])[CH2:27][CH2:26]2)[N:12]=1, predict the reactants needed to synthesize it. The reactants are: [CH3:1][C:2]1[O:6][N:5]=[C:4]([C:7]([Cl:9])=[O:8])[CH:3]=1.[NH2:10][C:11]1[C:20]2[C:15](=[CH:16][C:17]([O:23][CH3:24])=[C:18]([O:21][CH3:22])[CH:19]=2)[N:14]=[C:13]([N:25]2[CH2:30][CH2:29][NH:28][CH2:27][CH2:26]2)[N:12]=1.